Dataset: Forward reaction prediction with 1.9M reactions from USPTO patents (1976-2016). Task: Predict the product of the given reaction. (1) Given the reactants [CH2:1]([CH:3]1[C:11]2[C:6](=[CH:7][CH:8]=[C:9]([F:12])[CH:10]=2)[NH:5][C:4]1=[O:13])[CH3:2].Br[CH2:15][CH2:16][CH2:17][CH2:18][Cl:19], predict the reaction product. The product is: [Cl:19][CH2:18][CH2:17][CH2:16][CH2:15][C:3]1([CH2:1][CH3:2])[C:11]2[C:6](=[CH:7][CH:8]=[C:9]([F:12])[CH:10]=2)[NH:5][C:4]1=[O:13]. (2) Given the reactants [N+]([O-])(O)=O.[NH2:5][C:6]([NH2:8])=[NH:7].CC[O-].[Na+].[CH3:13][S:14][C:15](SC)=[C:16]1[C:25](=O)[C:24]2[C:19](=[CH:20][CH:21]=[CH:22][CH:23]=2)[CH2:18][O:17]1.O, predict the reaction product. The product is: [CH3:13][S:14][C:15]1[C:16]2[O:17][CH2:18][C:19]3[C:24](=[CH:23][CH:22]=[CH:21][CH:20]=3)[C:25]=2[N:5]=[C:6]([NH2:8])[N:7]=1. (3) Given the reactants Cl[CH:2]([CH:16]1[CH2:21][CH2:20][CH2:19][CH2:18][CH2:17]1)[C:3]1[CH:7]=[C:6]([C:8]2[CH:13]=[CH:12][C:11]([F:14])=[CH:10][CH:9]=2)[O:5][C:4]=1[CH3:15].[NH2:22][C:23]1[CH:24]=[CH:25][C:26]([C:29]([O:31]C)=[O:30])=[N:27][CH:28]=1.C(=O)([O-])[O-].[Na+].[Na+].[I-].[Na+], predict the reaction product. The product is: [CH:16]1([CH:2]([NH:22][C:23]2[CH:24]=[CH:25][C:26]([C:29]([OH:31])=[O:30])=[N:27][CH:28]=2)[C:3]2[CH:7]=[C:6]([C:8]3[CH:13]=[CH:12][C:11]([F:14])=[CH:10][CH:9]=3)[O:5][C:4]=2[CH3:15])[CH2:21][CH2:20][CH2:19][CH2:18][CH2:17]1. (4) Given the reactants Br.[NH2:2][C@H:3]1[C:12]2[C:7](=[CH:8][CH:9]=[CH:10][CH:11]=2)[N:6]([C:13](=[O:15])[CH3:14])[C@@H:5]([CH:16]2[CH2:18][CH2:17]2)[C@@H:4]1[CH3:19].Br[C:21]1[CH:26]=[CH:25][CH:24]=[CH:23][CH:22]=1.CN(C1C(C2C(P(C3CCCCC3)C3CCCCC3)=CC=CC=2)=CC=CC=1)C.CC(C)([O-])C.[Na+], predict the reaction product. The product is: [CH:16]1([C@H:5]2[C@H:4]([CH3:19])[C@@H:3]([NH:2][C:21]3[CH:26]=[CH:25][CH:24]=[CH:23][CH:22]=3)[C:12]3[C:7](=[CH:8][CH:9]=[CH:10][CH:11]=3)[N:6]2[C:13](=[O:15])[CH3:14])[CH2:18][CH2:17]1. (5) Given the reactants [CH2:1]([C@@H:8]([CH2:12][CH2:13][C@H:14]([CH2:34][C:35]1[CH:40]=[CH:39][CH:38]=[CH:37][CH:36]=1)[C:15]([NH:17][C@H:18]1[CH2:24][CH2:23][CH2:22][CH2:21][N:20]([C:25]2[CH:30]=[CH:29][CH:28]=[CH:27][C:26]=2OC)[C:19]1=[O:33])=[O:16])[C:9]([OH:11])=[O:10])[C:2]1[CH:7]=[CH:6][CH:5]=[CH:4][CH:3]=1.N[C@H:42]1CCCCN(C2C=CC=CC=2C)C1=O, predict the reaction product. The product is: [CH2:1]([C@@H:8]([CH2:12][CH2:13][C@H:14]([CH2:34][C:35]1[CH:36]=[CH:37][CH:38]=[CH:39][CH:40]=1)[C:15](=[O:16])[NH:17][C@H:18]1[CH2:24][CH2:23][CH2:22][CH2:21][N:20]([C:25]2[CH:30]=[CH:29][CH:28]=[CH:27][C:26]=2[CH3:42])[C:19]1=[O:33])[C:9]([OH:11])=[O:10])[C:2]1[CH:7]=[CH:6][CH:5]=[CH:4][CH:3]=1. (6) Given the reactants Br[C:2]1[S:3][C:4]([CH2:12][CH2:13][CH2:14][Cl:15])=[C:5]([C:7]([O:9][CH2:10][CH3:11])=[O:8])[N:6]=1.CC1(C)C(C)(C)OB([C:24]2[CH:33]=[C:32]3[C:27]([CH2:28][CH2:29][CH2:30][N:31]3[C:34]([O:36][C:37]([CH3:40])([CH3:39])[CH3:38])=[O:35])=[CH:26][CH:25]=2)O1.[Cl-].[Li+].C(=O)([O-])[O-].[Cs+].[Cs+], predict the reaction product. The product is: [C:37]([O:36][C:34]([N:31]1[C:32]2[C:27](=[CH:26][CH:25]=[C:24]([C:2]3[S:3][C:4]([CH2:12][CH2:13][CH2:14][Cl:15])=[C:5]([C:7]([O:9][CH2:10][CH3:11])=[O:8])[N:6]=3)[CH:33]=2)[CH2:28][CH2:29][CH2:30]1)=[O:35])([CH3:40])([CH3:38])[CH3:39]. (7) Given the reactants [F:1][C:2]1[CH:3]=[C:4]2[C:9](=[CH:10][CH:11]=1)[N:8]=[C:7]([C:12]1[CH:17]=[CH:16][C:15]([F:18])=[CH:14][CH:13]=1)[N:6]=[C:5]2[C:19](O)=[O:20].Cl.[CH3:23][O:24][C:25]1[CH:34]=[CH:33][CH:32]=[C:31]2[C:26]=1[CH2:27][CH2:28][NH:29][CH2:30]2, predict the reaction product. The product is: [F:1][C:2]1[CH:3]=[C:4]2[C:9](=[CH:10][CH:11]=1)[N:8]=[C:7]([C:12]1[CH:13]=[CH:14][C:15]([F:18])=[CH:16][CH:17]=1)[N:6]=[C:5]2[C:19]([N:29]1[CH2:28][CH2:27][C:26]2[C:31](=[CH:32][CH:33]=[CH:34][C:25]=2[O:24][CH3:23])[CH2:30]1)=[O:20]. (8) Given the reactants [CH2:1]([C:4]1[CH:13]=[C:12]([F:14])[C:11]([F:15])=[CH:10][C:5]=1[C:6](OC)=[O:7])[CH:2]=[CH2:3].[H-].[H-].[H-].[H-].[Li+].[Al+3], predict the reaction product. The product is: [CH2:1]([C:4]1[CH:13]=[C:12]([F:14])[C:11]([F:15])=[CH:10][C:5]=1[CH2:6][OH:7])[CH:2]=[CH2:3]. (9) Given the reactants [CH3:1][C:2]1[C:7]([OH:8])=[CH:6][CH:5]=[CH:4][C:3]=1[OH:9].Br[CH2:11][CH:12]1[CH2:17][CH2:16][CH2:15][CH2:14][CH2:13]1, predict the reaction product. The product is: [CH:12]1([CH2:11][O:8][C:7]2[C:2]([CH3:1])=[C:3]([OH:9])[CH:4]=[CH:5][CH:6]=2)[CH2:17][CH2:16][CH2:15][CH2:14][CH2:13]1.